Dataset: Forward reaction prediction with 1.9M reactions from USPTO patents (1976-2016). Task: Predict the product of the given reaction. Given the reactants [CH3:1][C:2]1[N:7]=[C:6]([NH2:8])[CH:5]=[CH:4][CH:3]=1.[CH3:9][C:10]([CH3:15])([CH3:14])[C:11](Cl)=[O:12].C(=O)([O-])O.[Na+], predict the reaction product. The product is: [CH3:9][C:10]([CH3:15])([CH3:14])[C:11]([NH:8][C:6]1[CH:5]=[CH:4][CH:3]=[C:2]([CH3:1])[N:7]=1)=[O:12].